Task: Predict the product of the given reaction.. Dataset: Forward reaction prediction with 1.9M reactions from USPTO patents (1976-2016) (1) Given the reactants [CH2:1]([O:8][CH:9]1[CH2:12][C:11]([CH3:14])([NH2:13])[CH2:10]1)[C:2]1[CH:7]=[CH:6][CH:5]=[CH:4][CH:3]=1.Cl[C:16](Cl)([O:18]C(=O)OC(Cl)(Cl)Cl)Cl.[Cl:27][C:28]1[CH:29]=[C:30]([C:35]2[C:43]([C:44]([NH2:46])=[O:45])=[C:38]3[CH2:39][NH:40][CH2:41][CH2:42][N:37]3[N:36]=2)[CH:31]=[CH:32][C:33]=1[F:34], predict the reaction product. The product is: [CH2:1]([O:8][CH:9]1[CH2:12][C:11]([NH:13][C:16]([N:40]2[CH2:41][CH2:42][N:37]3[N:36]=[C:35]([C:30]4[CH:31]=[CH:32][C:33]([F:34])=[C:28]([Cl:27])[CH:29]=4)[C:43]([C:44]([NH2:46])=[O:45])=[C:38]3[CH2:39]2)=[O:18])([CH3:14])[CH2:10]1)[C:2]1[CH:7]=[CH:6][CH:5]=[CH:4][CH:3]=1. (2) The product is: [C:43]([O:42][C:40]([N:38]1[CH2:37][C:36]([C:33]2[S:34][CH:35]=[C:31]([C:15]3[C:6]([O:5][CH:1]4[CH2:4][CH2:3][CH2:2]4)=[C:7]4[C:12](=[CH:13][CH:14]=3)[N:11]([C:25]([O:27][CH3:28])=[O:26])[C@@H:10]([CH3:29])[CH2:9][CH2:8]4)[N:32]=2)([OH:47])[CH2:39]1)=[O:41])([CH3:46])([CH3:44])[CH3:45]. Given the reactants [CH:1]1([O:5][C:6]2[C:15](B3OC(C)(C)C(C)(C)O3)=[CH:14][CH:13]=[C:12]3[C:7]=2[CH2:8][CH2:9][C@H:10]([CH3:29])[N:11]3[C:25]([O:27][CH3:28])=[O:26])[CH2:4][CH2:3][CH2:2]1.Br[C:31]1[N:32]=[C:33]([C:36]2([OH:47])[CH2:39][N:38]([C:40]([O:42][C:43]([CH3:46])([CH3:45])[CH3:44])=[O:41])[CH2:37]2)[S:34][CH:35]=1.C(=O)([O-])[O-].[Na+].[Na+], predict the reaction product. (3) Given the reactants [NH2:1][CH2:2][CH2:3][CH2:4][CH2:5][OH:6].[C:7]1([CH3:16])[CH:12]=[CH:11][C:10]([N:13]=[C:14]=[O:15])=[CH:9][CH:8]=1, predict the reaction product. The product is: [OH:6][CH2:5][CH2:4][CH2:3][CH2:2][NH:1][C:14]([NH:13][C:10]1[CH:11]=[CH:12][C:7]([CH3:16])=[CH:8][CH:9]=1)=[O:15]. (4) Given the reactants [C:1]([O:5][C:6](=[O:25])[NH:7][C@H:8]([C:10](=O)[NH:11][C:12]1[C:17]2[NH:18][CH2:19][CH2:20][CH2:21][CH2:22][C:16]=2[C:15]([F:23])=[CH:14][CH:13]=1)[CH3:9])([CH3:4])([CH3:3])[CH3:2], predict the reaction product. The product is: [C:1]([O:5][C:6](=[O:25])[NH:7][C@H:8]([C:10]1[N:18]2[CH2:19][CH2:20][C:21]3[CH2:22][CH2:16][C:15]([F:23])=[CH:14][C:13]([C:17]=32)=[CH:12][N:11]=1)[CH3:9])([CH3:2])([CH3:3])[CH3:4]. (5) Given the reactants [F:1][C:2]1[C:3](=[O:27])[N:4]2[C:8](=[C:9]([C:20]([NH:22][O:23][CH2:24][CH2:25][OH:26])=[O:21])[C:10]=1[NH:11][C:12]1[CH:17]=[CH:16][C:15](I)=[CH:14][C:13]=1[F:19])[CH2:7][CH2:6][CH2:5]2.[Si]([C:32]#[CH:33])(C)(C)C.C(N(CC)CC)C.C(=O)([O-])[O-].[K+].[K+], predict the reaction product. The product is: [C:32]([C:15]1[CH:16]=[CH:17][C:12]([NH:11][C:10]2[C:9]([C:20]([NH:22][O:23][CH2:24][CH2:25][OH:26])=[O:21])=[C:8]3[N:4]([CH2:5][CH2:6][CH2:7]3)[C:3](=[O:27])[C:2]=2[F:1])=[C:13]([F:19])[CH:14]=1)#[CH:33].